Predict the reaction yield, written as a fraction of the theoretical maximum amount of product (1.0 means a 100% yield; for example, 0.34 means a 34% yield). From a dataset of Reaction yield outcomes from USPTO patents with 853,638 reactions. (1) The reactants are [CH3:1][C:2]([CH3:33])([CH3:32])[CH2:3][C:4]([NH:6][C:7]1[C:8]([CH3:31])=[C:9]([CH3:30])[C:10]2[O:14][CH2:13][CH:12]([C:15]3[CH:20]=[CH:19][C:18]([CH2:21][CH2:22][C:23](OCC)=[O:24])=[CH:17][CH:16]=3)[C:11]=2[C:28]=1[CH3:29])=[O:5]. The catalyst is C(OCC)(=O)C.CCCCCC. The product is [OH:24][CH2:23][CH2:22][CH2:21][C:18]1[CH:17]=[CH:16][C:15]([CH:12]2[C:11]3[C:28]([CH3:29])=[C:7]([NH:6][C:4](=[O:5])[CH2:3][C:2]([CH3:1])([CH3:33])[CH3:32])[C:8]([CH3:31])=[C:9]([CH3:30])[C:10]=3[O:14][CH2:13]2)=[CH:20][CH:19]=1. The yield is 0.770. (2) The reactants are [F:1][C:2]1[CH:15]=[CH:14][C:5]([O:6][C:7]2[S:11][C:10]([CH:12]=O)=[CH:9][CH:8]=2)=[CH:4][CH:3]=1.[N+:16]([CH3:19])([O-:18])=[O:17].C([O-])(=O)C.[NH4+].[BH4-].[Na+]. The catalyst is O.C(O)(=O)C.CS(C)=O.C(OCC)(=O)C. The product is [F:1][C:2]1[CH:15]=[CH:14][C:5]([O:6][C:7]2[S:11][C:10]([CH2:12][CH2:19][N+:16]([O-:18])=[O:17])=[CH:9][CH:8]=2)=[CH:4][CH:3]=1. The yield is 0.457.